Dataset: NCI-60 drug combinations with 297,098 pairs across 59 cell lines. Task: Regression. Given two drug SMILES strings and cell line genomic features, predict the synergy score measuring deviation from expected non-interaction effect. (1) Drug 2: CCC1=C2CN3C(=CC4=C(C3=O)COC(=O)C4(CC)O)C2=NC5=C1C=C(C=C5)O. Synergy scores: CSS=20.9, Synergy_ZIP=-5.39, Synergy_Bliss=-0.00699, Synergy_Loewe=-38.3, Synergy_HSA=1.49. Drug 1: CC1CCC2CC(C(=CC=CC=CC(CC(C(=O)C(C(C(=CC(C(=O)CC(OC(=O)C3CCCCN3C(=O)C(=O)C1(O2)O)C(C)CC4CCC(C(C4)OC)O)C)C)O)OC)C)C)C)OC. Cell line: NCI-H460. (2) Drug 1: CC1=C(C=C(C=C1)C(=O)NC2=CC(=CC(=C2)C(F)(F)F)N3C=C(N=C3)C)NC4=NC=CC(=N4)C5=CN=CC=C5. Synergy scores: CSS=0.275, Synergy_ZIP=8.24, Synergy_Bliss=15.3, Synergy_Loewe=2.06, Synergy_HSA=3.64. Drug 2: C1CN(P(=O)(OC1)NCCCl)CCCl. Cell line: HCT-15. (3) Drug 1: CC1=C(C=C(C=C1)NC2=NC=CC(=N2)N(C)C3=CC4=NN(C(=C4C=C3)C)C)S(=O)(=O)N.Cl. Drug 2: C1=CC(=CC=C1CCCC(=O)O)N(CCCl)CCCl. Cell line: HT29. Synergy scores: CSS=3.47, Synergy_ZIP=-5.61, Synergy_Bliss=-0.229, Synergy_Loewe=-7.94, Synergy_HSA=-2.54. (4) Drug 1: C1=CC=C(C(=C1)C(C2=CC=C(C=C2)Cl)C(Cl)Cl)Cl. Drug 2: C(CCl)NC(=O)N(CCCl)N=O. Cell line: COLO 205. Synergy scores: CSS=19.1, Synergy_ZIP=1.59, Synergy_Bliss=7.29, Synergy_Loewe=8.53, Synergy_HSA=7.32. (5) Drug 1: CN(C(=O)NC(C=O)C(C(C(CO)O)O)O)N=O. Drug 2: C1C(C(OC1N2C=NC(=NC2=O)N)CO)O. Cell line: ACHN. Synergy scores: CSS=15.2, Synergy_ZIP=-5.36, Synergy_Bliss=-0.736, Synergy_Loewe=-21.3, Synergy_HSA=-0.187.